From a dataset of Peptide-MHC class I binding affinity with 185,985 pairs from IEDB/IMGT. Regression. Given a peptide amino acid sequence and an MHC pseudo amino acid sequence, predict their binding affinity value. This is MHC class I binding data. The peptide sequence is KAVRLIKFLY. The MHC is HLA-A02:06 with pseudo-sequence HLA-A02:06. The binding affinity (normalized) is 0.